Dataset: Reaction yield outcomes from USPTO patents with 853,638 reactions. Task: Predict the reaction yield, written as a fraction of the theoretical maximum amount of product (1.0 means a 100% yield; for example, 0.34 means a 34% yield). (1) The reactants are [Cl:1][C:2]1[CH:3]=[C:4]([CH:12]([CH2:16][CH:17]2[CH2:21][CH2:20][CH2:19][CH2:18]2)[C:13]([OH:15])=O)[CH:5]=[CH:6][C:7]=1[S:8]([CH3:11])(=[O:10])=[O:9].[CH2:22]([C@@H:29]1[CH2:33][O:32][C:31](=[O:34])[NH:30]1)[C:23]1[CH:28]=[CH:27][CH:26]=[CH:25][CH:24]=1.C(N(CC)CC)C.CC(C)(C)C(Cl)=O. The catalyst is C1(C)C=CC=CC=1. The product is [CH2:22]([C@@H:29]1[CH2:33][O:32][C:31](=[O:34])[N:30]1[C:13](=[O:15])[C@H:12]([C:4]1[CH:5]=[CH:6][C:7]([S:8]([CH3:11])(=[O:9])=[O:10])=[C:2]([Cl:1])[CH:3]=1)[CH2:16][CH:17]1[CH2:21][CH2:20][CH2:19][CH2:18]1)[C:23]1[CH:24]=[CH:25][CH:26]=[CH:27][CH:28]=1. The yield is 0.230. (2) The reactants are [O:1]=[C:2]1[CH:11]=[N:10][C:9]2[C:4](=[CH:5][CH:6]=[C:7]([C:12]([OH:14])=O)[CH:8]=2)[NH:3]1.[NH:15]1[CH2:20][CH2:19][CH2:18][C@@H:17]2[C:21]3[CH:22]=[CH:23][CH:24]=[CH:25][C:26]=3[CH2:27][C@H:16]12.F[P-](F)(F)(F)(F)F.N1(OC(N(C)C)=[N+](C)C)C2N=CC=CC=2N=N1. No catalyst specified. The product is [N:15]1([C:12]([C:7]2[CH:8]=[C:9]3[C:4](=[CH:5][CH:6]=2)[NH:3][C:2](=[O:1])[CH:11]=[N:10]3)=[O:14])[CH2:20][CH2:19][CH2:18][C@@H:17]2[C:21]3[CH:22]=[CH:23][CH:24]=[CH:25][C:26]=3[CH2:27][C@H:16]12. The yield is 0.450. (3) The reactants are CC([O-])(C)C.[K+].[Br:7][C:8]1[CH:13]=[CH:12][C:11]([O:14][CH2:15][CH2:16]Br)=[CH:10][CH:9]=1. The catalyst is C1COCC1. The product is [Br:7][C:8]1[CH:13]=[CH:12][C:11]([O:14][CH:15]=[CH2:16])=[CH:10][CH:9]=1. The yield is 0.580.